Dataset: Forward reaction prediction with 1.9M reactions from USPTO patents (1976-2016). Task: Predict the product of the given reaction. (1) Given the reactants [NH2:1][C:2]1[CH:27]=[CH:26][C:5]([O:6][C:7]2[C:8]([C:13]3[CH2:18][CH2:17][N:16]([C:19]([O:21][C:22]([CH3:25])([CH3:24])[CH3:23])=[O:20])[CH2:15][CH:14]=3)=[N:9][CH:10]=[CH:11][N:12]=2)=[CH:4][CH:3]=1.CC1C=C2N=C3C(=NC(NC3=O)=O)N(C[C@H](O)[C@H](O)[C@H](O)CO)C2=CC=1C, predict the reaction product. The product is: [NH2:1][C:2]1[CH:27]=[CH:26][C:5]([O:6][C:7]2[C:8]([CH:13]3[CH2:18][CH2:17][N:16]([C:19]([O:21][C:22]([CH3:23])([CH3:24])[CH3:25])=[O:20])[CH2:15][CH2:14]3)=[N:9][CH:10]=[CH:11][N:12]=2)=[CH:4][CH:3]=1. (2) Given the reactants [CH3:1][S:2](Cl)(=[O:4])=[O:3].[CH3:6][O:7][C:8]([C:10]1([CH2:24][OH:25])[CH2:14][C:13](=[O:15])[N:12]([C:16]2[C:21]([CH3:22])=[CH:20][CH:19]=[CH:18][C:17]=2[CH3:23])[CH2:11]1)=[O:9].CCN(CC)CC.O, predict the reaction product. The product is: [CH3:6][O:7][C:8]([C:10]1([CH2:24][O:25][S:2]([CH3:1])(=[O:4])=[O:3])[CH2:14][C:13](=[O:15])[N:12]([C:16]2[C:21]([CH3:22])=[CH:20][CH:19]=[CH:18][C:17]=2[CH3:23])[CH2:11]1)=[O:9]. (3) Given the reactants [CH2:1]([O:3][C:4](=[O:16])[CH2:5][N:6]1[C:14]2[C:9](=[CH:10][CH:11]=[C:12]([OH:15])[CH:13]=2)[CH:8]=[CH:7]1)[CH3:2].[CH3:17][N:18]1[C:22]([CH2:23]O)=[CH:21][C:20]([C:25]2[CH:30]=[CH:29][C:28]([C:31]([F:34])([F:33])[F:32])=[CH:27][CH:26]=2)=[N:19]1.C(P(CCCC)CCCC)CCC.CN(C)C(N=NC(N(C)C)=O)=O, predict the reaction product. The product is: [CH2:1]([O:3][C:4](=[O:16])[CH2:5][N:6]1[C:14]2[C:9](=[CH:10][CH:11]=[C:12]([O:15][CH2:23][C:22]3[N:18]([CH3:17])[N:19]=[C:20]([C:25]4[CH:26]=[CH:27][C:28]([C:31]([F:33])([F:32])[F:34])=[CH:29][CH:30]=4)[CH:21]=3)[CH:13]=2)[CH:8]=[CH:7]1)[CH3:2]. (4) The product is: [Br:1][C:2]1[CH:7]=[CH:6][C:5]([S:8]([N:11]([CH2:13][C:14]2[O:18][CH:17]=[C:16]([C:19]([NH:49][CH2:48][C:44]3[CH:45]=[CH:46][CH:47]=[C:42]([CH2:41][N:36]4[CH2:40][CH2:39][CH2:38][CH2:37]4)[CH:43]=3)=[O:20])[CH:15]=2)[CH3:12])(=[O:9])=[O:10])=[C:4]([CH2:22][CH3:23])[CH:3]=1. Given the reactants [Br:1][C:2]1[CH:7]=[CH:6][C:5]([S:8]([N:11]([CH2:13][C:14]2[O:18][CH:17]=[C:16]([C:19](O)=[O:20])[CH:15]=2)[CH3:12])(=[O:10])=[O:9])=[C:4]([CH2:22][CH3:23])[CH:3]=1.C1N=CN(C(N2C=NC=C2)=O)C=1.[N:36]1([CH2:41][C:42]2[CH:43]=[C:44]([CH2:48][NH2:49])[CH:45]=[CH:46][CH:47]=2)[CH2:40][CH2:39][CH2:38][CH2:37]1, predict the reaction product.